Dataset: Reaction yield outcomes from USPTO patents with 853,638 reactions. Task: Predict the reaction yield, written as a fraction of the theoretical maximum amount of product (1.0 means a 100% yield; for example, 0.34 means a 34% yield). (1) The reactants are [CH:1]1[C:13]2[CH:12]([CH2:14][O:15][C:16]([NH:18][C@H:19]([C:23]([N:25]([CH3:38])[C@@H:26]([C@@H:34]([CH3:37])[CH2:35][CH3:36])[C@H:27]([O:32][CH3:33])[CH2:28][C:29]([OH:31])=[O:30])=[O:24])[CH:20]([CH3:22])[CH3:21])=[O:17])[C:11]3[C:6](=[CH:7][CH:8]=[CH:9][CH:10]=3)[C:5]=2[CH:4]=[CH:3][CH:2]=1.N1C=CC=CC=1.FC(F)(F)C(O[C:50]1[C:55]([F:56])=[C:54]([F:57])[C:53]([F:58])=[C:52]([F:59])[C:51]=1[F:60])=O. The catalyst is ClCCl. The product is [CH:1]1[C:13]2[CH:12]([CH2:14][O:15][C:16]([NH:18][C@H:19]([C:23]([N:25]([CH3:38])[C@@H:26]([C@@H:34]([CH3:37])[CH2:35][CH3:36])[C@H:27]([O:32][CH3:33])[CH2:28][C:29]([O:31][C:50]3[C:51]([F:60])=[C:52]([F:59])[C:53]([F:58])=[C:54]([F:57])[C:55]=3[F:56])=[O:30])=[O:24])[CH:20]([CH3:22])[CH3:21])=[O:17])[C:11]3[C:6](=[CH:7][CH:8]=[CH:9][CH:10]=3)[C:5]=2[CH:4]=[CH:3][CH:2]=1. The yield is 0.920. (2) The reactants are [CH3:1][NH:2][NH2:3].[CH3:4][O:5][C:6]1[CH:25]=[CH:24][C:9](CCNN2C(=O)C3C(=CC=CC=3)C2=O)=[CH:8][C:7]=1[CH3:26].O1CCC[CH2:28]1. No catalyst specified. The product is [CH3:4][O:5][C:6]1[CH:25]=[CH:24][C:9]([CH2:1][N:2]([CH3:28])[NH2:3])=[CH:8][C:7]=1[CH3:26]. The yield is 0.310. (3) The yield is 0.120. The reactants are [CH3:1][CH2:2][C@H:3]([NH:6][C:7]([C@@H:9]1[CH:24]=[C:23]2[C@@H:12]([CH2:13][C:14]3[C:18]4[C:19]2=[CH:20][CH:21]=[CH:22][C:17]=4[N:16]([CH3:25])[CH:15]=3)[N:11]([CH3:26])[CH2:10]1)=[O:8])[CH2:4][OH:5].C(/C(O)=O)=C/[C:29](O)=[O:30].OS(O)(=O)=O.[OH-].[Na+]. The product is [OH:5][CH2:4][C@@H:3]([NH:6][C:7]([C@@H:9]1[CH2:24][C@@:23]2([O:30][CH3:29])[C@@H:12]([CH2:13][C:14]3[C:18]4[C:17]([N:16]([CH3:25])[CH:15]=3)=[CH:22][CH:21]=[CH:20][C:19]=42)[N:11]([CH3:26])[CH2:10]1)=[O:8])[CH2:2][CH3:1]. The catalyst is CO.O. (4) The reactants are [CH2:1]([NH:3][S:4]([C:7]1[CH:12]=[CH:11][C:10]([CH3:13])=[CH:9][CH:8]=1)(=[O:6])=[O:5])[CH3:2].C([O-])([O-])=O.[K+].[K+].CN[C@@H:22]1[CH2:27][CH2:26][CH2:25][CH2:24][C@H:23]1NC.IC1C=CC=CC=1. The catalyst is [Cu]I.C1(C)C=CC=CC=1. The product is [CH2:1]([N:3]([C:22]1[CH:27]=[CH:26][CH:25]=[CH:24][CH:23]=1)[S:4]([C:7]1[CH:12]=[CH:11][C:10]([CH3:13])=[CH:9][CH:8]=1)(=[O:6])=[O:5])[CH3:2]. The yield is 0.890. (5) The reactants are [CH3:1][N:2]([S:20]([C:23]1[S:24][CH:25]=[CH:26][CH:27]=1)(=[O:22])=[O:21])[C:3]1[CH:4]=[C:5]([O:15][C:16]([F:19])([F:18])[F:17])[CH:6]=[C:7]2[C:11]=1[NH:10][C:9]([C:12]([NH2:14])=O)=[CH:8]2.COC1C=CC(P2(SP(C3C=CC(OC)=CC=3)(=S)S2)=[S:37])=CC=1.[C:50]([O:55][CH2:56][CH3:57])(=[O:54])[C:51]#[C:52][CH3:53].C(P(CCCC)CCCC)CCC. The catalyst is O1CCCC1.C1(C)C=CC=CC=1. The product is [CH2:56]([O:55][C:50](=[O:54])[CH2:51][CH:52]1[S:37][C:12]([C:9]2[NH:10][C:11]3[C:7]([CH:8]=2)=[CH:6][C:5]([O:15][C:16]([F:19])([F:18])[F:17])=[CH:4][C:3]=3[N:2]([CH3:1])[S:20]([C:23]2[S:24][CH:25]=[CH:26][CH:27]=2)(=[O:21])=[O:22])=[N:14][CH2:53]1)[CH3:57]. The yield is 0.410. (6) The reactants are [Cl:1][C:2]1[N:3]=[CH:4][C:5]2[CH:10]=[C:9]([C:11]3[CH:16]=[CH:15][CH:14]=[CH:13][C:12]=3[Cl:17])[N:8]([CH2:18][C@H:19]3[CH2:24][CH2:23]C[N:21]([C:25]([O:27][C:28]([CH3:31])([CH3:30])[CH3:29])=[O:26])[CH2:20]3)[C:6]=2[N:7]=1.ClC1N=C(NC[C@@H]2CCN(C(OC(C)(C)C)=O)C2)C(C#CC2C=CC=CC=2Cl)=CN=1. No catalyst specified. The product is [Cl:1][C:2]1[N:3]=[CH:4][C:5]2[CH:10]=[C:9]([C:11]3[CH:16]=[CH:15][CH:14]=[CH:13][C:12]=3[Cl:17])[N:8]([CH2:18][C@@H:19]3[CH2:24][CH2:23][N:21]([C:25]([O:27][C:28]([CH3:29])([CH3:30])[CH3:31])=[O:26])[CH2:20]3)[C:6]=2[N:7]=1. The yield is 0.260. (7) The yield is 0.700. The catalyst is C1(C)C=CC=CC=1.C(OCC)(=O)C. The reactants are O.[C:2]1(C)[CH:7]=[CH:6][C:5](S(O)(=O)=O)=[CH:4][CH:3]=1.[Br:13][C:14]1[CH:19]=[CH:18][C:17]([C:20]2[C:24]([C:25]3[CH:30]=[CH:29][C:28]([S:31]([NH2:34])(=[O:33])=[O:32])=[CH:27][CH:26]=3)=[C:23]([CH3:35])[O:22][N:21]=2)=[CH:16][CH:15]=1.C(CC(=O)C)C(C)=O.O. The product is [Br:13][C:14]1[CH:15]=[CH:16][C:17]([C:20]2[C:24]([C:25]3[CH:30]=[CH:29][C:28]([S:31]([N:34]4[C:4]([CH3:5])=[CH:3][CH:2]=[C:7]4[CH3:6])(=[O:33])=[O:32])=[CH:27][CH:26]=3)=[C:23]([CH3:35])[O:22][N:21]=2)=[CH:18][CH:19]=1.